This data is from Forward reaction prediction with 1.9M reactions from USPTO patents (1976-2016). The task is: Predict the product of the given reaction. (1) Given the reactants C([O:3][C:4](=[O:37])[CH:5]([NH:18][C:19]([C:21]1([NH:26][C:27](=[O:36])[CH:28]([S:32]C(=O)C)[CH:29]([CH3:31])[CH3:30])[CH2:25][CH2:24][CH2:23][CH2:22]1)=[O:20])[CH2:6][C:7]1[S:8][C:9]([C:12]2[CH:17]=[CH:16][CH:15]=[CH:14][CH:13]=2)=[CH:10][CH:11]=1)C.[OH-].[Na+], predict the reaction product. The product is: [SH:32][CH:28]([CH:29]([CH3:31])[CH3:30])[C:27]([NH:26][C:21]1([C:19]([NH:18][CH:5]([CH2:6][C:7]2[S:8][C:9]([C:12]3[CH:17]=[CH:16][CH:15]=[CH:14][CH:13]=3)=[CH:10][CH:11]=2)[C:4]([OH:37])=[O:3])=[O:20])[CH2:25][CH2:24][CH2:23][CH2:22]1)=[O:36]. (2) Given the reactants Br[C:2]1[CH:3]=[C:4]([C:23]2[O:24][C:25]([C:28]3[CH:33]=[CH:32][CH:31]=[CH:30][CH:29]=3)=[N:26][N:27]=2)[C:5]([N:8]([C:16]([O:18][C:19]([CH3:22])([CH3:21])[CH3:20])=[O:17])C(=O)OC(C)(C)C)=[N:6][CH:7]=1.CC1(C)C(C)(C)OB([C:42]2[CH2:43][CH2:44][N:45]([C:48]([O:50][C:51]([CH3:54])([CH3:53])[CH3:52])=[O:49])[CH2:46][CH:47]=2)O1.C(P(CC)CC)C.C([O-])([O-])=O.[Na+].[Na+], predict the reaction product. The product is: [C:19]([O:18][C:16]([NH:8][C:5]1[N:6]=[CH:7][C:2]([C:42]2[CH2:47][CH2:46][N:45]([C:48]([O:50][C:51]([CH3:54])([CH3:53])[CH3:52])=[O:49])[CH2:44][CH:43]=2)=[CH:3][C:4]=1[C:23]1[O:24][C:25]([C:28]2[CH:33]=[CH:32][CH:31]=[CH:30][CH:29]=2)=[N:26][N:27]=1)=[O:17])([CH3:22])([CH3:21])[CH3:20]. (3) Given the reactants [C:1]12([CH2:11][CH2:12][O:13][C:14]3[CH:15]=[C:16]([CH2:20][CH2:21][NH2:22])[CH:17]=[CH:18][CH:19]=3)[CH2:10][CH:5]3[CH2:6][CH:7]([CH2:9][CH:3]([CH2:4]3)[CH2:2]1)[CH2:8]2.[CH2:23]([O:30][C:31]1[CH:32]=[CH:33][C:34]([C@@H:42]([O:45][Si:46]([C:49]([CH3:52])([CH3:51])[CH3:50])([CH3:48])[CH3:47])[CH2:43]Br)=[C:35]2[C:40]=1[NH:39][C:38](=[O:41])[CH:37]=[CH:36]2)[C:24]1[CH:29]=[CH:28][CH:27]=[CH:26][CH:25]=1.C(=O)([O-])O.[Na+].[I-].[Na+], predict the reaction product. The product is: [C:1]12([CH2:11][CH2:12][O:13][C:14]3[CH:15]=[C:16]([CH2:20][CH2:21][NH:22][CH2:43][C@@H:42]([C:34]4[CH:33]=[CH:32][C:31]([O:30][CH2:23][C:24]5[CH:29]=[CH:28][CH:27]=[CH:26][CH:25]=5)=[C:40]5[C:35]=4[CH:36]=[CH:37][C:38](=[O:41])[NH:39]5)[O:45][Si:46]([C:49]([CH3:52])([CH3:51])[CH3:50])([CH3:48])[CH3:47])[CH:17]=[CH:18][CH:19]=3)[CH2:10][CH:5]3[CH2:6][CH:7]([CH2:9][CH:3]([CH2:4]3)[CH2:2]1)[CH2:8]2. (4) Given the reactants C(OC1C(F)=CC=C2C=1C(CCN(C)C)=CN2)C1C=CC=CC=1.[CH2:24]([N:26]1[C:34]2[C:29](=[C:30]([OH:36])[CH:31]=[C:32]([F:35])[CH:33]=2)[C:28]([CH2:37][C:38]([N:40]2[CH2:45][CH2:44][O:43][CH2:42][CH2:41]2)=O)=[CH:27]1)[CH3:25], predict the reaction product. The product is: [CH2:24]([N:26]1[C:34]2[CH:33]=[C:32]([F:35])[CH:31]=[C:30]([OH:36])[C:29]=2[C:28]([CH2:37][CH2:38][N:40]2[CH2:45][CH2:44][O:43][CH2:42][CH2:41]2)=[CH:27]1)[CH3:25].